From a dataset of TCR-epitope binding with 47,182 pairs between 192 epitopes and 23,139 TCRs. Binary Classification. Given a T-cell receptor sequence (or CDR3 region) and an epitope sequence, predict whether binding occurs between them. The epitope is MMISAGFSL. The TCR CDR3 sequence is CASSQDRGSVYEQYF. Result: 0 (the TCR does not bind to the epitope).